From a dataset of Forward reaction prediction with 1.9M reactions from USPTO patents (1976-2016). Predict the product of the given reaction. (1) The product is: [C:1]([O:5][C:6]([N:8]1[CH2:13][CH2:12][CH:11]([C:14]2[N:15]([CH2:27][CH2:28][OH:29])[CH:16]=[C:17]([C:19]3[CH:24]=[CH:23][C:22]([F:25])=[C:21]([F:26])[CH:20]=3)[N:18]=2)[CH2:10][CH2:9]1)=[O:7])([CH3:4])([CH3:3])[CH3:2]. Given the reactants [C:1]([O:5][C:6]([N:8]1[CH2:13][CH2:12][CH:11]([C:14]2[N:15]([CH2:27][CH2:28][O:29][Si](C(C)(C)C)(C)C)[CH:16]=[C:17]([C:19]3[CH:24]=[CH:23][C:22]([F:25])=[C:21]([F:26])[CH:20]=3)[N:18]=2)[CH2:10][CH2:9]1)=[O:7])([CH3:4])([CH3:3])[CH3:2].[F-].C([N+](CCCC)(CCCC)CCCC)CCC, predict the reaction product. (2) Given the reactants [NH2:1][C:2]1[C:3]([F:11])=[C:4]([CH:8]=[CH:9][CH:10]=1)[C:5]([OH:7])=[O:6].S(=O)(=O)(O)O.[CH3:17]O, predict the reaction product. The product is: [CH3:17][O:6][C:5](=[O:7])[C:4]1[CH:8]=[CH:9][CH:10]=[C:2]([NH2:1])[C:3]=1[F:11]. (3) Given the reactants [Br:1][C:2]1[CH:3]=[CH:4][C:5]([O:11][CH2:12][C:13]2[CH:18]=[CH:17][CH:16]=[CH:15][CH:14]=2)=[C:6]([CH:10]=1)[C:7](O)=[O:8].C[N:20]1CCOCC1.ClC(OCC(C)C)=O.N, predict the reaction product. The product is: [Br:1][C:2]1[CH:3]=[CH:4][C:5]([O:11][CH2:12][C:13]2[CH:18]=[CH:17][CH:16]=[CH:15][CH:14]=2)=[C:6]([CH:10]=1)[C:7]([NH2:20])=[O:8]. (4) Given the reactants [CH3:1][NH:2][C@H:3]1[CH2:8][CH2:7][C@H:6]([OH:9])[CH2:5][CH2:4]1.[CH:10]1[C:15]([O:16][C:17](Cl)=[O:18])=[CH:14][CH:13]=[C:12]([Cl:20])[CH:11]=1, predict the reaction product. The product is: [Cl:20][C:12]1[CH:13]=[CH:14][C:15]([O:16][C:17](=[O:18])[N:2]([C@H:3]2[CH2:8][CH2:7][C@H:6]([OH:9])[CH2:5][CH2:4]2)[CH3:1])=[CH:10][CH:11]=1. (5) Given the reactants [C:1]1([CH2:11][C:12]([OH:14])=[O:13])[CH:6]=[CH:5][CH:4]=[C:3]([CH2:7][C:8]([OH:10])=[O:9])[CH:2]=1.Cl.[CH2:16](O)[CH3:17], predict the reaction product. The product is: [CH2:16]([O:9][C:8]([CH2:7][C:3]1[CH:2]=[C:1]([CH2:11][C:12]([OH:14])=[O:13])[CH:6]=[CH:5][CH:4]=1)=[O:10])[CH3:17]. (6) The product is: [CH:5]([C:4]1[CH:3]=[C:2]([CH:9]=[CH:8][CH:7]=1)[O:1][CH2:17][C:18]([O:20][CH2:21][CH3:22])=[O:19])=[O:6]. Given the reactants [OH:1][C:2]1[CH:3]=[C:4]([CH:7]=[CH:8][CH:9]=1)[CH:5]=[O:6].C(=O)([O-])[O-].[K+].[K+].Br[CH2:17][C:18]([O:20][CH2:21][CH3:22])=[O:19], predict the reaction product.